From a dataset of Catalyst prediction with 721,799 reactions and 888 catalyst types from USPTO. Predict which catalyst facilitates the given reaction. Reactant: [NH2:1][C:2]([CH3:7])([CH3:6])[CH2:3][CH2:4][OH:5].[F:8][C:9]([F:21])([F:20])[S:10][C:11]1[CH:16]=[CH:15][C:14]([N:17]=[C:18]=[O:19])=[CH:13][CH:12]=1. Product: [OH:5][CH2:4][CH2:3][C:2]([NH:1][C:18]([NH:17][C:14]1[CH:15]=[CH:16][C:11]([S:10][C:9]([F:20])([F:8])[F:21])=[CH:12][CH:13]=1)=[O:19])([CH3:7])[CH3:6]. The catalyst class is: 1.